This data is from Catalyst prediction with 721,799 reactions and 888 catalyst types from USPTO. The task is: Predict which catalyst facilitates the given reaction. Reactant: C(OC(=O)[NH:7][C:8]1([C:11](=[O:34])[NH:12][CH:13]([C:15]2[C:20]([F:21])=[CH:19][C:18]([NH:22][C:23]3[C:28]([C:29]([F:32])([F:31])[F:30])=[CH:27][CH:26]=[CH:25][C:24]=3[F:33])=[CH:17][N:16]=2)[CH3:14])[CH2:10][CH2:9]1)(C)(C)C.Cl. Product: [F:21][C:20]1[C:15]([CH:13]([NH:12][C:11]([C:8]2([NH2:7])[CH2:10][CH2:9]2)=[O:34])[CH3:14])=[N:16][CH:17]=[C:18]([NH:22][C:23]2[C:28]([C:29]([F:31])([F:30])[F:32])=[CH:27][CH:26]=[CH:25][C:24]=2[F:33])[CH:19]=1. The catalyst class is: 269.